From a dataset of Experimentally validated miRNA-target interactions with 360,000+ pairs, plus equal number of negative samples. Binary Classification. Given a miRNA mature sequence and a target amino acid sequence, predict their likelihood of interaction. (1) The miRNA is hsa-miR-663a with sequence AGGCGGGGCGCCGCGGGACCGC. The protein sequence of the target gene is MIEDKGPRVTDYFVVAGLTDTSTLLDQEINRTDTNSIGPKAPITDIAVIIKSAGETVPEGYTCVEATPSALQANLNYGSLKSPELFLCYRRGRDKPPLTDIGVLYEGKERLMPGCEVIQATPYGRCANVNNSSTTSQRIFITYRRAPPVRSQNSLAVTDICVIITSKGETPPHTFCKVDKNLNCGMWGSNVFLCYKKSVPASNAIAYKAGLIFRYPEEDYESFPLSPSVPLFCLPMGATIECWDPQIKYPLPVFSTFVLTGSSAEKVYGAAIQFYEPYSQERLTEKQLTQLGLLTLVEKR.... Result: 0 (no interaction). (2) The miRNA is hsa-miR-519a-5p with sequence CUCUAGAGGGAAGCGCUUUCUG. The protein sequence of the target gene is MSFIPVAEDSDFPIHNLPYGVFSTRGDPRPRIGVAIGDQILDLSIIKHLFTGPVLSKHQDVFNQPTLNSFMGLGQAAWKEARVFLQNLLSVSQARLRDDTELRKCAFISQASATMHLPATIGDYTDFYSSRQHATNVGIMFRDKENALMPNWLHLPVGYHGRASSVVVSGTPIRRPMGQMKPDDSKPPVYGACKLLDMELEMAFFVGPGNRLGEPIPISKAHEHIFGMVLMNDWSARDIQKWEYVPLGPFLGKSFGTTVSPWVVPMDALMPFAVPNPKQDPRPLPYLCHDEPYTFDINLS.... Result: 0 (no interaction). (3) The protein sequence of the target gene is MGRTRKANVCRRLSRRALGFYARDAGVVQRTNLGILRALVCQESTKFKNVWTTHSKSPIAYERGRIYFDNYRCCVSSVASEPRKLYEMPKCSKSEKIEDALLWECPVGDILPDPSDYKSSLIALTAHNWLLRISATTGEVLEKIYLASYCKFRYLSWDTPQEVIAVKSAQNKGSAAARQAGTSPPVLLYLAVFRVLPFSLVGILEINKKVFENVTDATLSHGILIVMYSSGLVRLYSFQAIIEQFMQQKLDLGCACSQGGTTGTVGEAPFGIPCNVKITDSPPPLFEVSSLENAFQIGGH.... Result: 0 (no interaction). The miRNA is mmu-miR-206-3p with sequence UGGAAUGUAAGGAAGUGUGUGG. (4) The miRNA is mmu-miR-3058-3p with sequence UUCCUGUCAGCCGUGGGUGCC. The protein sequence of the target gene is MARLCRRVPCALLLGLAAVLLKARLVPAAARAELSRSDLSLIQQQQQQQQQQQLQEQKQREEAEEGRPEVPGASSTLVAPVSVFMLKVQVNDIVSRQYLSQAVVEVFVNYSKTNSTVTRSNGAVLIKVPYQLGLSLTIVAYKDGYVLTSLPWKTGRMPIYSSVTLSLFPQSQANIWLFEDTVLITGKLADAKSQPSVQFSKAFIKLPDNHHISNVTGYLTVLHQFLKVDSFLPATGVTYKSGLENVELTPHAAICVKIYSGGKELKVDGSIHVSLPLLHTSNIKIGDRIPAWTFDMNAGV.... Result: 0 (no interaction). (5) The miRNA is mmu-miR-34b-5p with sequence AGGCAGUGUAAUUAGCUGAUUGU. The protein sequence of the target gene is MAGGIKVSVWSAVGPGPRCWGAGGGGGATWLLLVVAGCVVCGSADVNVVMLQESQVDMNSSQQFCYKNVLIPKWHDIWTRIQVRVNSSKLVRVTQVDNEEKLKELEQFSIWNFFSSFLKEKLNDTYVNVGLYSTKTCLKVEMIEKDTTYSVTVTRRFDPKLFLVFLLGLTLFFCGDLLSRSQIFYYSTGMSVGIVASLLIVIFMISKFMPKRSPIYVILVGGWSFSLYLIQLVFKNLQEIWRSYWHYLLSYILTVGFMSFAVCYKYGPLENERSINLLTWTLQLLGLGLMYSSIQIPHVA.... Result: 1 (interaction). (6) The miRNA is hsa-miR-5004-5p with sequence UGAGGACAGGGCAAAUUCACGA. The protein sequence of the target gene is MRSKARARKLAKSDGDVVNNMYEPNRDLLASHSAEDEAEDSAMSPIPVGPPSPFPTSEDFTPKEGSPYEAPVYIPEDIPIPADFELRESSIPGAGLGVWAKRKMEAGERLGPCVVVPRAAAKETDFGWEQILTDVEVSPQEGCITKISEDLGSEKFCVDANQAGAGSWLKYIRVACSCDDQNLTMCQISEQIYYKVIKDIEPGEELLVHVKEGVYPLGTVPPGLDEEPTFRCDECDELFQSKLDLRRHKKYTCGSVGAALYEGLAEELKPEGLGGGSGQAHECKDCERMFPNKYSLEQHM.... Result: 0 (no interaction). (7) The miRNA is hsa-miR-3152-3p with sequence UGUGUUAGAAUAGGGGCAAUAA. The protein sequence of the target gene is MGGRVFLVFLAFCVWLTLPGAETQDSRGCARWCPQDSSCVNATACRCNPGFSSFSEIITTPMETCDDINECATLSKVSCGKFSDCWNTEGSYDCVCSPGYEPVSGAKTFKNESENTCQDVDECQQNPRLCKSYGTCVNTLGSYTCQCLPGFKLKPEDPKLCTDVNECTSGQNPCHSSTHCLNNVGSYQCRCRPGWQPIPGSPNGPNNTVCEDVDECSSGQHQCDSSTVCFNTVGSYSCRCRPGWKPRHGIPNNQKDTVCEDMTFSTWTPPPGVHSQTLSRFFDKVQDLGRDYKPGLANNT.... Result: 0 (no interaction).